This data is from TCR-epitope binding with 47,182 pairs between 192 epitopes and 23,139 TCRs. The task is: Binary Classification. Given a T-cell receptor sequence (or CDR3 region) and an epitope sequence, predict whether binding occurs between them. The epitope is SLFNTVATLY. The TCR CDR3 sequence is CASSARTPRPGSSYNEQFF. Result: 0 (the TCR does not bind to the epitope).